From a dataset of Reaction yield outcomes from USPTO patents with 853,638 reactions. Predict the reaction yield, written as a fraction of the theoretical maximum amount of product (1.0 means a 100% yield; for example, 0.34 means a 34% yield). The reactants are Cl[C:2]1[N:7]=[C:6]([C:8]2[CH:9]=[N:10][N:11]3[CH:16]=[CH:15][CH:14]=[CH:13][C:12]=23)[C:5]([CH3:17])=[CH:4][N:3]=1.O.C1(C)C=CC(S(O)(=O)=O)=CC=1.[CH3:30][O:31][C:32]1[CH:38]=[C:37]([C:39]2[CH2:40][CH2:41][N:42]([CH3:45])[CH2:43][CH:44]=2)[C:36]([N+:46]([O-:48])=[O:47])=[CH:35][C:33]=1[NH2:34]. The catalyst is CC(O)CCC. The product is [CH3:30][O:31][C:32]1[CH:38]=[C:37]([C:39]2[CH2:44][CH2:43][N:42]([CH3:45])[CH2:41][CH:40]=2)[C:36]([N+:46]([O-:48])=[O:47])=[CH:35][C:33]=1[NH:34][C:2]1[N:7]=[C:6]([C:8]2[CH:9]=[N:10][N:11]3[CH:16]=[CH:15][CH:14]=[CH:13][C:12]=23)[C:5]([CH3:17])=[CH:4][N:3]=1. The yield is 0.630.